From a dataset of Catalyst prediction with 721,799 reactions and 888 catalyst types from USPTO. Predict which catalyst facilitates the given reaction. (1) Reactant: Cl.[C:2]1([CH3:23])[CH:7]=[CH:6][CH:5]=[CH:4][C:3]=1[C@@H:8]1[NH:14][CH2:13][C:12]2[CH:15]=[CH:16][C:17]([C:19]([O:21][CH3:22])=[O:20])=[CH:18][C:11]=2[O:10][CH2:9]1.CCN(CC)CC.[O:31]1[CH2:36][CH2:35][CH:34]([C:37](O)=[O:38])[CH2:33][CH2:32]1. Product: [O:31]1[CH2:36][CH2:35][CH:34]([C:37]([N:14]2[CH2:13][C:12]3[CH:15]=[CH:16][C:17]([C:19]([O:21][CH3:22])=[O:20])=[CH:18][C:11]=3[O:10][CH2:9][C@@H:8]2[C:3]2[CH:4]=[CH:5][CH:6]=[CH:7][C:2]=2[CH3:23])=[O:38])[CH2:33][CH2:32]1. The catalyst class is: 2. (2) The catalyst class is: 475. Reactant: [Br:1][C:2]1[CH:11]=[C:10]2[C:5]([CH:6]=[C:7]([OH:20])[C:8]([N:12]3[S:16](=[O:18])(=[O:17])[NH:15][C:14](=[O:19])[CH2:13]3)=[CH:9]2)=[CH:4][CH:3]=1.CC(C)([O-])C.[K+].[C:27](Cl)(=[O:34])[C:28]1[CH:33]=[CH:32][CH:31]=[CH:30][CH:29]=1.C([O-])(O)=O.[Na+].Cl. Product: [Br:1][C:2]1[CH:11]=[C:10]2[C:5](=[CH:4][CH:3]=1)[CH:6]=[C:7]([O:20][C:27](=[O:34])[C:28]1[CH:33]=[CH:32][CH:31]=[CH:30][CH:29]=1)[C:8]([N:12]1[CH2:13][C:14](=[O:19])[NH:15][S:16]1(=[O:18])=[O:17])=[CH:9]2. (3) Reactant: OS(C(F)(F)F)(=O)=O.C([O:16][CH2:17][CH2:18][N:19]1[C:31]2[C:30]3[CH:29]=[CH:28][CH:27]=[CH:26][C:25]=3[N:24]=[C:23]([O:32][C:33]3[CH:38]=[CH:37][CH:36]=[CH:35][CH:34]=3)[C:22]=2[N:21]=[CH:20]1)C1C=CC=CC=1.CO.C(N(CC)CC)C. Product: [O:32]([C:23]1[C:22]2[N:21]=[CH:20][N:19]([CH2:18][CH2:17][OH:16])[C:31]=2[C:30]2[CH:29]=[CH:28][CH:27]=[CH:26][C:25]=2[N:24]=1)[C:33]1[CH:34]=[CH:35][CH:36]=[CH:37][CH:38]=1. The catalyst class is: 96. (4) Reactant: [Br:1][C:2]1[CH:7]=[CH:6][C:5]([CH2:8][OH:9])=[CH:4][C:3]=1[C:10]([F:13])([F:12])[F:11]. Product: [Br:1][C:2]1[CH:7]=[CH:6][C:5]([CH:8]=[O:9])=[CH:4][C:3]=1[C:10]([F:11])([F:12])[F:13]. The catalyst class is: 326. (5) Product: [Cl:10][C:11]1[CH:12]=[C:13]([C:17]2[N:21]3[N:22]=[C:23]([NH:26][CH:27]4[CH2:32][CH2:31][C:30](=[N:2][OH:3])[CH2:29][CH2:28]4)[CH:24]=[CH:25][C:20]3=[N:19][CH:18]=2)[CH:14]=[CH:15][CH:16]=1. The catalyst class is: 72. Reactant: Cl.[NH2:2][OH:3].C([O-])([O-])=O.[Na+].[Na+].[Cl:10][C:11]1[CH:12]=[C:13]([C:17]2[N:21]3[N:22]=[C:23]([NH:26][CH:27]4[CH2:32][CH2:31][C:30](=O)[CH2:29][CH2:28]4)[CH:24]=[CH:25][C:20]3=[N:19][CH:18]=2)[CH:14]=[CH:15][CH:16]=1. (6) Reactant: [Cl:1][C:2]1[CH:3]=[C:4]([CH:28]=[CH:29][C:30]=1[Cl:31])[CH2:5][N:6]1[CH2:11][CH2:10][O:9][C@@H:8]([CH2:12][NH:13][C:14](=[O:27])[CH2:15][S:16][C:17]2[S:21][C:20]([C:22]([O:24]CC)=[O:23])=[CH:19][CH:18]=2)[CH2:7]1.[OH-].[Na+].Cl. Product: [C:22]([C:20]1[S:21][C:17]([S:16][CH2:15][C:14]([NH:13][CH2:12][C@@H:8]2[O:9][CH2:10][CH2:11][N:6]([CH2:5][C:4]3[CH:28]=[CH:29][C:30]([Cl:31])=[C:2]([Cl:1])[CH:3]=3)[CH2:7]2)=[O:27])=[CH:18][CH:19]=1)([OH:24])=[O:23]. The catalyst class is: 8. (7) Reactant: [NH2:1][C@@H:2]1[CH2:7][CH2:6][CH2:5][N:4]([C:8]2[CH:16]=[CH:15][C:11]([C:12]([NH2:14])=[O:13])=[C:10]([NH:17][C:18]3[CH:23]=[CH:22][C:21]([C:24]([N:26]4[CH2:31][CH2:30][O:29][CH2:28][CH2:27]4)=[O:25])=[CH:20][CH:19]=3)[N:9]=2)[CH2:3]1.CCN(CC)CC.[C:39](Cl)(=[O:46])[C:40]1[CH:45]=[CH:44][CH:43]=[CH:42][CH:41]=1. Product: [C:39]([NH:1][C@@H:2]1[CH2:7][CH2:6][CH2:5][N:4]([C:8]2[CH:16]=[CH:15][C:11]([C:12]([NH2:14])=[O:13])=[C:10]([NH:17][C:18]3[CH:19]=[CH:20][C:21]([C:24]([N:26]4[CH2:31][CH2:30][O:29][CH2:28][CH2:27]4)=[O:25])=[CH:22][CH:23]=3)[N:9]=2)[CH2:3]1)(=[O:46])[C:40]1[CH:45]=[CH:44][CH:43]=[CH:42][CH:41]=1. The catalyst class is: 1.